Dataset: Catalyst prediction with 721,799 reactions and 888 catalyst types from USPTO. Task: Predict which catalyst facilitates the given reaction. (1) Reactant: C[O:2][C:3](=[O:15])[C:4]1[CH:9]=[C:8]([CH2:10][CH3:11])[C:7]([O:12][CH3:13])=[N:6][C:5]=1[CH3:14].[OH-].[Na+].Cl.C(=O)([O-])O.[Na+]. Product: [CH2:10]([C:8]1[C:7]([O:12][CH3:13])=[N:6][C:5]([CH3:14])=[C:4]([CH:9]=1)[C:3]([OH:15])=[O:2])[CH3:11]. The catalyst class is: 24. (2) Reactant: [CH3:1][O:2][C:3]1[CH:11]=[CH:10][C:6]([CH2:7][CH2:8][NH2:9])=[CH:5][CH:4]=1.Cl[CH2:13][C:14]#[N:15].C(N(CC)C(C)C)(C)C. Product: [CH3:1][O:2][C:3]1[CH:11]=[CH:10][C:6]([CH2:7][CH2:8][NH:9][CH2:13][C:14]#[N:15])=[CH:5][CH:4]=1. The catalyst class is: 260. (3) Reactant: [NH2:1][C:2]1[CH:7]=[C:6]([NH2:8])[CH:5]=[CH:4][C:3]=1[C:9]1[CH:14]=[CH:13][N:12]=[C:11]([C@@H:15]([NH:19][C:20](=[O:26])[O:21][C:22]([CH3:25])([CH3:24])[CH3:23])[CH2:16][CH:17]=[CH2:18])[CH:10]=1.N1C=CC=CC=1.Cl[C:34]([O:36][CH3:37])=[O:35]. Product: [CH3:37][O:36][C:34](=[O:35])[NH:8][C:6]1[CH:5]=[CH:4][C:3]([C:9]2[CH:14]=[CH:13][N:12]=[C:11]([C@@H:15]([NH:19][C:20]([O:21][C:22]([CH3:25])([CH3:24])[CH3:23])=[O:26])[CH2:16][CH:17]=[CH2:18])[CH:10]=2)=[C:2]([NH2:1])[CH:7]=1. The catalyst class is: 4. (4) Reactant: [C:1]([O:5][C:6]([N:8]1[CH2:12][CH2:11][C:10]([CH3:38])([NH:13][C:14]2[CH:15]=[C:16]3[C:25](=[CH:26][CH:27]=2)[O:24][CH2:23][C:22]2[N:17]3[CH:18]([CH3:37])[C:19](=[O:36])[N:20](COCC[Si](C)(C)C)[N:21]=2)[CH2:9]1)=[O:7])([CH3:4])([CH3:3])[CH3:2].C(OC(N1CCC(N)(C)C1)=O)(C)(C)C.CCCC[N+](CCCC)(CCCC)CCCC.[F-]. Product: [C:1]([O:5][C:6]([N:8]1[CH2:12][CH2:11][C:10]([CH3:38])([NH:13][C:14]2[CH:15]=[C:16]3[C:25](=[CH:26][CH:27]=2)[O:24][CH2:23][C:22]2[N:17]3[CH:18]([CH3:37])[C:19](=[O:36])[NH:20][N:21]=2)[CH2:9]1)=[O:7])([CH3:4])([CH3:2])[CH3:3]. The catalyst class is: 20. (5) The catalyst class is: 129. Reactant: C([O:8][C:9](=[O:39])[CH2:10][NH:11][C:12]([O:14][CH2:15][N:16]([C:31]1[CH:36]=[CH:35][C:34]([F:37])=[CH:33][C:32]=1[Cl:38])[S:17]([CH:20]1[C:25]([C:26]([O:28][CH2:29][CH3:30])=[O:27])=[CH:24][CH2:23][CH2:22][CH2:21]1)(=[O:19])=[O:18])=[O:13])C1C=CC=CC=1. Product: [Cl:38][C:32]1[CH:33]=[C:34]([F:37])[CH:35]=[CH:36][C:31]=1[N:16]([CH2:15][O:14][C:12]([NH:11][CH2:10][C:9]([OH:39])=[O:8])=[O:13])[S:17]([CH:20]1[CH2:21][CH2:22][CH2:23][CH:24]=[C:25]1[C:26]([O:28][CH2:29][CH3:30])=[O:27])(=[O:18])=[O:19]. (6) Product: [CH2:20]([O:19][CH2:18][CH2:17][N:1]1[C:9]2[CH:8]=[CH:7][CH:6]=[C:5]([C:10]([O:12][CH3:13])=[O:11])[C:4]=2[CH:3]=[CH:2]1)[C:21]1[CH:26]=[CH:25][CH:24]=[CH:23][CH:22]=1. The catalyst class is: 35. Reactant: [NH:1]1[C:9]2[CH:8]=[CH:7][CH:6]=[C:5]([C:10]([O:12][CH3:13])=[O:11])[C:4]=2[CH:3]=[CH:2]1.[H-].[Na+].Br[CH2:17][CH2:18][O:19][CH2:20][C:21]1[CH:26]=[CH:25][CH:24]=[CH:23][CH:22]=1.[Cl-].[NH4+]. (7) Reactant: [NH:1]1[CH:5]=[C:4]([C:6]2[CH:11]=[N:10][CH:9]=[CH:8][N:7]=2)[CH:3]=[N:2]1.C(=O)([O-])[O-].[Cs+].[Cs+].S([O-])([O-])(=O)=O.[Na+].[Na+].Br[CH2:26][CH2:27][C@@:28]([CH3:38])([S:34]([CH3:37])(=[O:36])=[O:35])[C:29]([O:31][CH2:32][CH3:33])=[O:30]. Product: [CH3:38][C@@:28]([S:34]([CH3:37])(=[O:35])=[O:36])([CH2:27][CH2:26][N:1]1[CH:5]=[C:4]([C:6]2[CH:11]=[N:10][CH:9]=[CH:8][N:7]=2)[CH:3]=[N:2]1)[C:29]([O:31][CH2:32][CH3:33])=[O:30]. The catalyst class is: 10.